Dataset: Reaction yield outcomes from USPTO patents with 853,638 reactions. Task: Predict the reaction yield, written as a fraction of the theoretical maximum amount of product (1.0 means a 100% yield; for example, 0.34 means a 34% yield). (1) The reactants are [CH2:1]([SH:3])[CH3:2].[OH-].[Na+].Cl[C:7]1[N:12]=[C:11]2[C:13]3[CH:14]=[CH:15][CH:16]=[CH:17][C:18]=3[C:19](=[O:20])[C:10]2=[N:9][C:8]=1[C:21]#[N:22]. The catalyst is C1COCC1. The product is [CH2:1]([S:3][C:7]1[N:12]=[C:11]2[C:13]3[CH:14]=[CH:15][CH:16]=[CH:17][C:18]=3[C:19](=[O:20])[C:10]2=[N:9][C:8]=1[C:21]#[N:22])[CH3:2]. The yield is 0.870. (2) The yield is 0.980. The reactants are [Br:1][C:2]1[CH:3]=[C:4]([CH2:9][C:10]([O:12][CH2:13][CH3:14])=[O:11])[CH:5]=[CH:6][C:7]=1[OH:8].C(=O)([O-])[O-].[K+].[K+]. The catalyst is C(O)C. The product is [CH2:9]([O:8][C:7]1[CH:6]=[CH:5][C:4]([CH2:9][C:10]([O:12][CH2:13][CH3:14])=[O:11])=[CH:3][C:2]=1[Br:1])[C:4]1[CH:5]=[CH:6][CH:7]=[CH:2][CH:3]=1.